This data is from Peptide-MHC class II binding affinity with 134,281 pairs from IEDB. The task is: Regression. Given a peptide amino acid sequence and an MHC pseudo amino acid sequence, predict their binding affinity value. This is MHC class II binding data. (1) The peptide sequence is NHIPGYKVQTNGPWM. The MHC is HLA-DQA10501-DQB10402 with pseudo-sequence HLA-DQA10501-DQB10402. The binding affinity (normalized) is 0.642. (2) The binding affinity (normalized) is 0.164. The MHC is DRB1_0701 with pseudo-sequence DRB1_0701. The peptide sequence is RFTISRDNAKNSLYL.